From a dataset of Reaction yield outcomes from USPTO patents with 853,638 reactions. Predict the reaction yield, written as a fraction of the theoretical maximum amount of product (1.0 means a 100% yield; for example, 0.34 means a 34% yield). The reactants are C([O:3][C:4](=[O:34])[C:5]([O:8][C:9]1[CH:14]=[CH:13][C:12]([CH2:15][CH2:16][CH2:17][CH3:18])=[C:11]([O:19][CH2:20][CH2:21][C:22]2[N:23]=[C:24]([C:28]3[CH:33]=[CH:32][CH:31]=[CH:30][CH:29]=3)[O:25][C:26]=2[CH3:27])[CH:10]=1)([CH3:7])[CH3:6])C.[OH-].[Na+]. The catalyst is C(O)C. The product is [CH2:15]([C:12]1[CH:13]=[CH:14][C:9]([O:8][C:5]([CH3:6])([CH3:7])[C:4]([OH:34])=[O:3])=[CH:10][C:11]=1[O:19][CH2:20][CH2:21][C:22]1[N:23]=[C:24]([C:28]2[CH:33]=[CH:32][CH:31]=[CH:30][CH:29]=2)[O:25][C:26]=1[CH3:27])[CH2:16][CH2:17][CH3:18]. The yield is 0.880.